Predict which catalyst facilitates the given reaction. From a dataset of Catalyst prediction with 721,799 reactions and 888 catalyst types from USPTO. Reactant: F[C:2]1[CH:7]=[CH:6][CH:5]=[CH:4][C:3]=1[C:8]1[CH:13]=[CH:12][C:11]([F:14])=[CH:10][C:9]=1[C@@H:15]([NH:17][S:18]([C:21]1[CH:26]=[CH:25][C:24]([O:27][CH3:28])=[CH:23][CH:22]=1)(=[O:20])=O)[CH3:16].C(=O)([O-])[O-].[K+].[K+].[OH2:35]. Product: [F:14][C:11]1[CH:10]=[C:9]2[C:8](=[CH:13][CH:12]=1)[C:3]1[CH:2]=[CH:7][CH:6]=[CH:5][C:4]=1[N:17]([S:18]([C:21]1[CH:22]=[CH:23][C:24]([O:27][CH3:28])=[CH:25][CH:26]=1)(=[O:20])=[O:35])[C@H:15]2[CH3:16]. The catalyst class is: 9.